This data is from Peptide-MHC class I binding affinity with 185,985 pairs from IEDB/IMGT. The task is: Regression. Given a peptide amino acid sequence and an MHC pseudo amino acid sequence, predict their binding affinity value. This is MHC class I binding data. (1) The peptide sequence is IGRGKNHAR. The MHC is HLA-A01:01 with pseudo-sequence HLA-A01:01. The binding affinity (normalized) is 0.0847. (2) The peptide sequence is EIIPKIKAY. The MHC is HLA-A01:01 with pseudo-sequence HLA-A01:01. The binding affinity (normalized) is 0.0847. (3) The peptide sequence is QAISPRTLNAW. The MHC is HLA-A30:01 with pseudo-sequence HLA-A30:01. The binding affinity (normalized) is 0. (4) The peptide sequence is MFAPTLWARM. The MHC is Patr-A0701 with pseudo-sequence Patr-A0701. The binding affinity (normalized) is 0.759. (5) The peptide sequence is NTNPIQLSSY. The binding affinity (normalized) is 0. The MHC is HLA-A23:01 with pseudo-sequence HLA-A23:01. (6) The peptide sequence is YLLLTTNGT. The MHC is HLA-A30:02 with pseudo-sequence HLA-A30:02. The binding affinity (normalized) is 0.213. (7) The peptide sequence is NVTSMEELAR. The MHC is HLA-A03:01 with pseudo-sequence HLA-A03:01. The binding affinity (normalized) is 0.212.